From a dataset of Full USPTO retrosynthesis dataset with 1.9M reactions from patents (1976-2016). Predict the reactants needed to synthesize the given product. (1) Given the product [C:1]([C:5]1[O:9][N:8]=[C:7]([C:10]2[CH:15]=[C:14]([O:20][CH2:21][CH2:22][N:23]3[CH2:28][CH2:27][CH2:26][CH2:25][CH2:24]3)[C:13]([CH:17]3[CH2:19][CH2:18]3)=[CH:12][N:11]=2)[N:6]=1)([CH3:4])([CH3:3])[CH3:2], predict the reactants needed to synthesize it. The reactants are: [C:1]([C:5]1[O:9][N:8]=[C:7]([C:10]2[CH:15]=[C:14](Cl)[C:13]([CH:17]3[CH2:19][CH2:18]3)=[CH:12][N:11]=2)[N:6]=1)([CH3:4])([CH3:3])[CH3:2].[OH:20][CH2:21][CH2:22][N:23]1[CH2:28][CH2:27][CH2:26][CH2:25][CH2:24]1. (2) Given the product [Cl:1][C:2]1[C:3]([F:27])=[C:4]([C:20]([C:23]([F:26])([F:25])[F:24])=[CH:21][CH:22]=1)[C:5]([NH:7][C:8]1[S:16][C:11]2[CH2:12][O:13][CH:14]([CH3:15])[C:10]=2[C:9]=1[C:17]([N:33]1[CH2:34][CH:31]([O:30][CH3:29])[CH2:32]1)=[O:19])=[O:6], predict the reactants needed to synthesize it. The reactants are: [Cl:1][C:2]1[C:3]([F:27])=[C:4]([C:20]([C:23]([F:26])([F:25])[F:24])=[CH:21][CH:22]=1)[C:5]([NH:7][C:8]1[S:16][C:11]2[CH2:12][O:13][CH:14]([CH3:15])[C:10]=2[C:9]=1[C:17]([OH:19])=O)=[O:6].Cl.[CH3:29][O:30][CH:31]1[CH2:34][NH:33][CH2:32]1. (3) Given the product [CH2:7]([O:6][CH2:1][CH2:2][CH2:4][CH3:17])[CH2:8][CH2:10][CH3:11].[CH3:17][CH2:15][CH2:16][CH2:4][CH2:2][CH3:3], predict the reactants needed to synthesize it. The reactants are: [C:1]([O:6][CH2:7][CH2:8]O)(=O)[C:2]([CH3:4])=[CH2:3].[CH2:10](N([CH2:15][CH3:16])CC)[CH3:11].[C:17](Cl)(=O)C(Cl)=O. (4) The reactants are: [Br:1][C:2]1[CH:3]=[C:4]2[C:8](=[CH:9][CH:10]=1)[C@@H:7]([N:11]1[C:15]3=[N:16][C:17]([CH2:21][C:22]#N)=[CH:18][C:19]([CH3:20])=[C:14]3[N:13]=[C:12]1[CH2:24][CH3:25])[CH2:6][CH2:5]2.Cl.[CH3:27][OH:28].C[OH:30]. Given the product [CH3:27][O:28][C:22](=[O:30])[CH2:21][C:17]1[N:16]=[C:15]2[N:11]([C@@H:7]3[C:8]4[C:4](=[CH:3][C:2]([Br:1])=[CH:10][CH:9]=4)[CH2:5][CH2:6]3)[C:12]([CH2:24][CH3:25])=[N:13][C:14]2=[C:19]([CH3:20])[CH:18]=1, predict the reactants needed to synthesize it. (5) Given the product [OH:2][C:3]1[CH:8]=[CH:7][C:6]([N:9]2[C:10]3[CH:11]=[CH:12][CH:13]=[CH:14][C:15]=3[C:16]3[C:21]2=[CH:20][CH:19]=[CH:18][CH:17]=3)=[CH:5][CH:4]=1, predict the reactants needed to synthesize it. The reactants are: C[O:2][C:3]1[CH:8]=[CH:7][C:6]([N:9]2[C:21]3[CH:20]=[CH:19][CH:18]=[CH:17][C:16]=3[C:15]3[C:10]2=[CH:11][CH:12]=[CH:13][CH:14]=3)=[CH:5][CH:4]=1.B(Br)(Br)Br.O.